The task is: Predict the reactants needed to synthesize the given product.. This data is from Full USPTO retrosynthesis dataset with 1.9M reactions from patents (1976-2016). (1) Given the product [N+:1]([C:4]1[C:5]([C:14]([NH2:18])=[O:16])=[N:6][N:7]2[CH2:12][CH2:11][NH:10][C:9](=[O:13])[C:8]=12)([O-:3])=[O:2], predict the reactants needed to synthesize it. The reactants are: [N+:1]([C:4]1[C:5]([C:14]([O:16]C)=O)=[N:6][N:7]2[CH2:12][CH2:11][NH:10][C:9](=[O:13])[C:8]=12)([O-:3])=[O:2].[NH3:18].C(O)C. (2) The reactants are: Br[C:2]1[N:6]=[CH:5][N:4]([CH2:7][O:8][CH2:9][CH2:10][Si:11]([CH3:14])([CH3:13])[CH3:12])[C:3]=1[C:15]1[CH:16]=[N:17][CH:18]=[CH:19][CH:20]=1.[CH2:21]([SH:26])[CH2:22][CH2:23][CH2:24][CH3:25].C([O-])([O-])=O.[K+].[K+].CC1(C)C2C(=C(P(C3C=CC=CC=3)C3C=CC=CC=3)C=CC=2)OC2C(P(C3C=CC=CC=3)C3C=CC=CC=3)=CC=CC1=2. Given the product [CH2:21]([S:26][C:2]1[N:6]=[CH:5][N:4]([CH2:7][O:8][CH2:9][CH2:10][Si:11]([CH3:14])([CH3:13])[CH3:12])[C:3]=1[C:15]1[CH:16]=[N:17][CH:18]=[CH:19][CH:20]=1)[CH2:22][CH2:23][CH2:24][CH3:25], predict the reactants needed to synthesize it. (3) Given the product [CH2:15]([N:6]1[C:5]([CH:17]([OH:19])[CH3:18])=[N:4][C:3]2[C:7]1=[N:8][C:9]([C:11]([F:12])([F:14])[F:13])=[N:10][CH:2]=2)[CH3:16], predict the reactants needed to synthesize it. The reactants are: Cl[C:2]1[N:10]=[C:9]([C:11]([F:14])([F:13])[F:12])[N:8]=[C:7]2[C:3]=1[N:4]=[C:5]([C:17](=[O:19])[CH3:18])[N:6]2[CH2:15][CH3:16].C(N(CC)CC)C.